From a dataset of Forward reaction prediction with 1.9M reactions from USPTO patents (1976-2016). Predict the product of the given reaction. Given the reactants Cl[C:2]1[CH:7]=[C:6]([C:8]2[S:9][CH:10]=[C:11]([C:13]3[C:18](=[O:19])[NH:17][C:16]([CH3:20])=[C:15]([C:21]([O:23][CH2:24][CH3:25])=[O:22])[CH:14]=3)[N:12]=2)[CH:5]=[CH:4][N:3]=1.C([O-])([O-])=O.[K+].[K+].Cl.[NH2:33][CH2:34][C:35]([NH2:37])=[O:36].Cl, predict the reaction product. The product is: [C:35]([CH2:34][NH:33][C:2]1[CH:7]=[C:6]([C:8]2[S:9][CH:10]=[C:11]([C:13]3[C:18](=[O:19])[NH:17][C:16]([CH3:20])=[C:15]([C:21]([O:23][CH2:24][CH3:25])=[O:22])[CH:14]=3)[N:12]=2)[CH:5]=[CH:4][N:3]=1)(=[O:36])[NH2:37].